Dataset: Reaction yield outcomes from USPTO patents with 853,638 reactions. Task: Predict the reaction yield, written as a fraction of the theoretical maximum amount of product (1.0 means a 100% yield; for example, 0.34 means a 34% yield). (1) The reactants are Br[CH2:2][C:3]([C:5]1[CH:18]=[CH:17][C:16]2[S:15][C:14]3[C:9](=[CH:10][CH:11]=[CH:12][CH:13]=3)[N:8](C(=O)CCl)[C:7]=2[CH:6]=1)=[O:4].[ClH:23]. The catalyst is C(O)(=O)C. The product is [Cl:23][CH2:2][C:3]([C:5]1[CH:18]=[CH:17][C:16]2[S:15][C:14]3[C:9](=[CH:10][CH:11]=[CH:12][CH:13]=3)[NH:8][C:7]=2[CH:6]=1)=[O:4]. The yield is 0.820. (2) The reactants are [OH:1][N:2]1[C:7]([CH3:9])([CH3:8])[CH2:6][CH:5](O)[CH2:4][C:3]1([CH3:12])[CH3:11].N(O[C:16]([CH3:19])([CH3:18])[CH3:17])=O.CC([O:24]NC1C=CC=CC=1)C=C.N1[CH:37]=[CH:36][CH:35]=[CH:34][CH:33]=1. No catalyst specified. The product is [O:24]1[C:33]2[CH:34]=[CH:35][CH:36]=[CH:37][C:18]=2[CH:16]([CH2:19][O:1][N:2]2[C:7]([CH3:9])([CH3:8])[CH2:6][CH2:5][CH2:4][C:3]2([CH3:12])[CH3:11])[CH2:17]1. The yield is 0.924. (3) The reactants are CCN=C=NCCCN(C)C.C1C=CC2N(O)N=NC=2C=1.[CH3:22][O:23][C:24]1[CH:25]=[C:26]([CH:28]=[C:29]([O:33][CH3:34])[C:30]=1[O:31][CH3:32])[NH2:27].[Br:35][CH2:36][CH2:37][CH2:38][CH2:39][CH2:40][C:41](O)=[O:42]. No catalyst specified. The product is [Br:35][CH2:36][CH2:37][CH2:38][CH2:39][CH2:40][C:41]([NH:27][C:26]1[CH:28]=[C:29]([O:33][CH3:34])[C:30]([O:31][CH3:32])=[C:24]([O:23][CH3:22])[CH:25]=1)=[O:42]. The yield is 0.400. (4) The reactants are CC1C(CCN2CCN(C3C=CC=C4C=3C=CC(C)=N4)CC2)=C2C(=CC=1)NC(=[O:12])CC2.[Cl:32][C:33]1[C:34]([CH2:45][CH:46]=C)=[C:35]2[C:40](=[CH:41][CH:42]=1)[N:39]([CH3:43])[C:38](=[O:44])[CH:37]=[CH:36]2. No catalyst specified. The product is [Cl:32][C:33]1[C:34]([CH2:45][CH:46]=[O:12])=[C:35]2[C:40](=[CH:41][CH:42]=1)[N:39]([CH3:43])[C:38](=[O:44])[CH:37]=[CH:36]2. The yield is 0.520.